This data is from Full USPTO retrosynthesis dataset with 1.9M reactions from patents (1976-2016). The task is: Predict the reactants needed to synthesize the given product. (1) Given the product [CH3:1][O:2][C:3]([C:5]12[CH2:10][CH2:9][CH:8]([CH2:11][CH2:12]1)[C:7](=[O:13])[N:6]2[CH3:14])=[O:4], predict the reactants needed to synthesize it. The reactants are: [CH3:1][O:2][C:3]([C:5]12[CH2:12][CH2:11][CH:8]([CH2:9][CH2:10]1)[C:7](=[O:13])[NH:6]2)=[O:4].[CH3:14]I. (2) Given the product [NH2:17][C@H:18]([CH2:19][C:20]1[CH:25]=[CH:24][C:23]([Cl:26])=[CH:22][CH:21]=1)[C:27]([N:13]1[CH2:14][CH2:15][N:10]([C:5]2[CH:6]=[CH:7][CH:8]=[CH:9][C:4]=2[CH2:3][N:2]([CH3:16])[CH3:1])[CH2:11][CH2:12]1)=[O:28], predict the reactants needed to synthesize it. The reactants are: [CH3:1][N:2]([CH3:16])[CH2:3][C:4]1[CH:9]=[CH:8][CH:7]=[CH:6][C:5]=1[N:10]1[CH2:15][CH2:14][NH:13][CH2:12][CH2:11]1.[NH:17](C(OC(C)(C)C)=O)[C@@H:18]([C:27](O)=[O:28])[CH2:19][C:20]1[CH:25]=[CH:24][C:23]([Cl:26])=[CH:22][CH:21]=1.C(Cl)CCl.C1C=CC2N(O)N=NC=2C=1.C(O)(C(F)(F)F)=O. (3) Given the product [F:1][C:2]([F:18])([F:17])[C:3]1[CH:4]=[C:5]([CH2:13][C:14]([N:29]2[CH2:30][CH2:31][O:32][C@:27]([CH2:33][CH2:34][OH:35])([C:22]3[CH:23]=[CH:24][C:25]([Cl:26])=[C:20]([Cl:19])[CH:21]=3)[CH2:28]2)=[O:16])[CH:6]=[C:7]([C:9]([F:12])([F:11])[F:10])[CH:8]=1, predict the reactants needed to synthesize it. The reactants are: [F:1][C:2]([F:18])([F:17])[C:3]1[CH:4]=[C:5]([CH2:13][C:14]([OH:16])=O)[CH:6]=[C:7]([C:9]([F:12])([F:11])[F:10])[CH:8]=1.[Cl:19][C:20]1[CH:21]=[C:22]([C@@:27]2([CH2:33][CH2:34][OH:35])[O:32][CH2:31][CH2:30][NH:29][CH2:28]2)[CH:23]=[CH:24][C:25]=1[Cl:26]. (4) Given the product [C:30]([CH2:29][CH2:28][CH2:27][NH:26][S:25]([N:20]1[CH2:19][CH2:18][N:17]([C:16]2[C:11]3[CH:10]=[CH:9][NH:8][C:12]=3[N:13]=[CH:14][N:15]=2)[CH2:24][C:21]21[CH2:23][CH2:22]2)(=[O:33])=[O:32])#[N:31], predict the reactants needed to synthesize it. The reactants are: C(OC([N:8]1[C:12]2[N:13]=[CH:14][N:15]=[C:16]([N:17]3[CH2:24][C:21]4([CH2:23][CH2:22]4)[N:20]([S:25](=[O:33])(=[O:32])[NH:26][CH2:27][CH2:28][CH2:29][C:30]#[N:31])[CH2:19][CH2:18]3)[C:11]=2[CH:10]=[CH:9]1)=O)(C)(C)C.C(O)(C(F)(F)F)=O. (5) Given the product [C:29]1([CH2:28][CH2:27][CH2:26][CH2:25][CH2:24][N:8]2[CH2:12][CH2:11][CH:10]([S:13]([C:16]3[CH:21]=[CH:20][C:19]([OH:22])=[CH:18][CH:17]=3)(=[O:15])=[O:14])[CH2:9]2)[CH:34]=[CH:33][CH:32]=[CH:31][CH:30]=1, predict the reactants needed to synthesize it. The reactants are: FC(F)(F)C(O)=O.[NH:8]1[CH2:12][CH2:11][CH:10]([S:13]([C:16]2[CH:21]=[CH:20][C:19]([OH:22])=[CH:18][CH:17]=2)(=[O:15])=[O:14])[CH2:9]1.Br[CH2:24][CH2:25][CH2:26][CH2:27][CH2:28][C:29]1[CH:34]=[CH:33][CH:32]=[CH:31][CH:30]=1. (6) The reactants are: [ClH:1].[N:2]1[CH:7]=[CH:6][C:5]([CH2:8][C@@H:9]([NH:13]C(=O)OC(C)(C)C)[CH:10]([OH:12])[CH3:11])=[CH:4][CH:3]=1. Given the product [ClH:1].[ClH:1].[NH2:13][C@H:9]([CH2:8][C:5]1[CH:4]=[CH:3][N:2]=[CH:7][CH:6]=1)[CH:10]([OH:12])[CH3:11], predict the reactants needed to synthesize it.